From a dataset of Catalyst prediction with 721,799 reactions and 888 catalyst types from USPTO. Predict which catalyst facilitates the given reaction. (1) Product: [Cl:12][C:13]1[CH:14]=[CH:15][C:16]([CH:19]([C:41]2[CH:42]=[CH:43][C:44]([Cl:47])=[CH:45][CH:46]=2)[N:20]2[CH2:21][C:22](=[CH:24][S:25]([CH2:28][C:29]3[CH:30]=[C:31]([N:35]4[CH2:40][CH2:39][N:38]([CH2:7][CH:8]([CH3:10])[CH3:9])[CH2:37][CH2:36]4)[CH:32]=[CH:33][CH:34]=3)(=[O:26])=[O:27])[CH2:23]2)=[CH:17][CH:18]=1. Reactant: C(O[BH3-])(=O)C.[Na+].[CH:7](=O)[CH:8]([CH3:10])[CH3:9].[Cl:12][C:13]1[CH:18]=[CH:17][C:16]([CH:19]([C:41]2[CH:46]=[CH:45][C:44]([Cl:47])=[CH:43][CH:42]=2)[N:20]2[CH2:23][C:22](=[CH:24][S:25]([CH2:28][C:29]3[CH:30]=[C:31]([N:35]4[CH2:40][CH2:39][NH:38][CH2:37][CH2:36]4)[CH:32]=[CH:33][CH:34]=3)(=[O:27])=[O:26])[CH2:21]2)=[CH:15][CH:14]=1.C(=O)(O)[O-].[Na+]. The catalyst class is: 4. (2) Reactant: C[Si](C)(C)N[Si](C)(C)C.C([Li])CCC.CCCCCC.[F:21][C:22]1[CH:23]=[C:24]([CH2:28][N:29]2[CH2:34][CH2:33][CH:32]([CH2:35][CH2:36][C:37]([C:39]3[CH:40]=[C:41]4[C:46]5=[C:47]([CH2:49][CH2:50][N:45]5[C:44](=[O:51])[CH2:43][CH2:42]4)[CH:48]=3)=[O:38])[CH2:31][CH2:30]2)[CH:25]=[CH:26][CH:27]=1.C1C=CC(S(N(S(C2C=CC=CC=2)(=O)=O)[F:62])(=O)=O)=CC=1. Product: [F:62][CH:36]([CH2:35][CH:32]1[CH2:31][CH2:30][N:29]([CH2:28][C:24]2[CH:25]=[CH:26][CH:27]=[C:22]([F:21])[CH:23]=2)[CH2:34][CH2:33]1)[C:37]([C:39]1[CH:40]=[C:41]2[C:46]3=[C:47]([CH2:49][CH2:50][N:45]3[C:44](=[O:51])[CH2:43][CH2:42]2)[CH:48]=1)=[O:38]. The catalyst class is: 30.